From a dataset of CYP1A2 inhibition data for predicting drug metabolism from PubChem BioAssay. Regression/Classification. Given a drug SMILES string, predict its absorption, distribution, metabolism, or excretion properties. Task type varies by dataset: regression for continuous measurements (e.g., permeability, clearance, half-life) or binary classification for categorical outcomes (e.g., BBB penetration, CYP inhibition). Dataset: cyp1a2_veith. (1) The compound is NC1=C2NC=N[C@@H]2N(C/C=C\c2ccccc2)C=N1. The result is 0 (non-inhibitor). (2) The molecule is Nc1ccn([C@@H]2O[C@H](COC(=O)C34CC5CC(CC(C5)C3)C4)[C@@H](O)[C@@H]2O)c(=O)n1. The result is 0 (non-inhibitor).